This data is from Reaction yield outcomes from USPTO patents with 853,638 reactions. The task is: Predict the reaction yield, written as a fraction of the theoretical maximum amount of product (1.0 means a 100% yield; for example, 0.34 means a 34% yield). The reactants are [Br:1][C:2]1[C:3]([S:8]([CH:11]2[CH2:15][CH2:14][NH:13][CH2:12]2)(=[O:10])=[O:9])=[N:4][CH:5]=[CH:6][CH:7]=1.[CH2:16](Cl)Cl.C=O.[BH-](OC(C)=O)(OC(C)=O)OC(C)=O.[Na+]. The catalyst is CC(O)=O. The product is [Br:1][C:2]1[C:3]([S:8]([CH:11]2[CH2:15][CH2:14][N:13]([CH3:16])[CH2:12]2)(=[O:9])=[O:10])=[N:4][CH:5]=[CH:6][CH:7]=1. The yield is 0.230.